Predict the reactants needed to synthesize the given product. From a dataset of Full USPTO retrosynthesis dataset with 1.9M reactions from patents (1976-2016). (1) Given the product [C:1]([CH2:5][C:6]1[C:10]([CH2:11][C:18]#[N:16])=[C:9]([CH3:13])[S:8][C:7]=1[CH3:14])#[N:2], predict the reactants needed to synthesize it. The reactants are: [C-:1]#[N:2].[K+].Cl[CH2:5][C:6]1[C:10]([CH2:11]Cl)=[C:9]([CH3:13])[S:8][C:7]=1[CH3:14].C[N:16]([CH:18]=O)C. (2) Given the product [NH:1]([C:2]1[CH:11]=[C:10]2[C:5]([CH2:6][CH2:7][NH:8][C:9]2=[O:12])=[CH:4][CH:3]=1)[NH2:14], predict the reactants needed to synthesize it. The reactants are: [NH2:1][C:2]1[CH:11]=[C:10]2[C:5]([CH2:6][CH2:7][NH:8][C:9]2=[O:12])=[CH:4][CH:3]=1.Cl.[N:14]([O-])=O.[Na+].O.O.Cl[Sn]Cl. (3) Given the product [F:1][C:2]1[CH:10]=[C:9]([F:11])[C:8]([N+:12]([O-:14])=[O:13])=[CH:7][C:3]=1[C:4]([OH:6])=[O:5], predict the reactants needed to synthesize it. The reactants are: [F:1][C:2]1[CH:10]=[C:9]([F:11])[CH:8]=[CH:7][C:3]=1[C:4]([OH:6])=[O:5].[N+:12]([O-])([OH:14])=[O:13]. (4) Given the product [C:25]([S:27][CH2:2][CH2:1][C:3]1[CH:12]=[CH:11][CH:10]=[C:9]([O:13][CH2:14][C:15]2[CH:16]=[CH:17][C:18]([C:21]([O:23][CH3:24])=[O:22])=[CH:19][CH:20]=2)[C:4]=1[C:5]([O:7][CH3:8])=[O:6])(=[O:28])[CH3:26], predict the reactants needed to synthesize it. The reactants are: [CH:1]([C:3]1[CH:12]=[CH:11][CH:10]=[C:9]([O:13][CH2:14][C:15]2[CH:20]=[CH:19][C:18]([C:21]([O:23][CH3:24])=[O:22])=[CH:17][CH:16]=2)[C:4]=1[C:5]([O:7][CH3:8])=[O:6])=[CH2:2].[C:25]([OH:28])(=[S:27])[CH3:26].CC(N=NC(C#N)(C)C)(C#N)C. (5) Given the product [Cl:1][C:2]1[CH:7]=[C:6]([Cl:8])[CH:5]=[CH:4][C:3]=1[C:9]1[N:10]([C:20]2[CH:25]=[CH:24][C:23]([O:26][CH2:27][CH2:28][CH2:29][F:30])=[CH:22][CH:21]=2)[C:11]([CH3:19])=[C:12]([C:14]([OH:16])=[O:15])[N:13]=1, predict the reactants needed to synthesize it. The reactants are: [Cl:1][C:2]1[CH:7]=[C:6]([Cl:8])[CH:5]=[CH:4][C:3]=1[C:9]1[N:10]([C:20]2[CH:25]=[CH:24][C:23]([O:26][CH2:27][CH2:28][CH2:29][F:30])=[CH:22][CH:21]=2)[C:11]([CH3:19])=[C:12]([C:14]([O:16]CC)=[O:15])[N:13]=1.[OH-].[K+]. (6) The reactants are: ClC1N=C(NNCC#C)N=C(NNCCC)N=1.[CH:18]1([NH2:21])[CH2:20][CH2:19]1.CN(C)[C:24]1[N:29]=[C:28]([NH:30][CH2:31][CH2:32][CH3:33])[N:27]=[C:26]([NH:34][CH2:35][C:36]#[CH:37])[N:25]=1. Given the product [CH:18]1([NH:21][C:24]2[N:25]=[C:26]([NH:34][CH2:35][CH2:36][CH3:37])[N:27]=[C:28]([NH:30][CH2:31][C:32]#[CH:33])[N:29]=2)[CH2:20][CH2:19]1, predict the reactants needed to synthesize it.